Task: Predict the reaction yield, written as a fraction of the theoretical maximum amount of product (1.0 means a 100% yield; for example, 0.34 means a 34% yield).. Dataset: Reaction yield outcomes from USPTO patents with 853,638 reactions (1) The reactants are [Cl:1][C:2]1[CH:7]=[CH:6][N:5]=[C:4]2[N:8]([Si:11]([CH:18]([CH3:20])[CH3:19])([CH:15]([CH3:17])[CH3:16])[CH:12]([CH3:14])[CH3:13])[CH:9]=[CH:10][C:3]=12.[Li][CH:22](CC)C.CI. The catalyst is O1CCCC1. The product is [Cl:1][C:2]1[C:7]([CH3:22])=[CH:6][N:5]=[C:4]2[N:8]([Si:11]([CH:15]([CH3:17])[CH3:16])([CH:18]([CH3:20])[CH3:19])[CH:12]([CH3:13])[CH3:14])[CH:9]=[CH:10][C:3]=12. The yield is 0.860. (2) The product is [CH2:27]([O:30][C:31]([C@@H:2]1[CH2:7][CH2:6][N:5]([C:8]([O:10][C:11]([CH3:14])([CH3:13])[CH3:12])=[O:9])[CH2:4][C@H:3]1[C:15]([O:17][CH2:18][CH3:19])=[O:16])=[O:32])[CH:28]=[CH2:29]. The yield is 0.580. The catalyst is C(Cl)Cl. The reactants are N[C@@H:2]1[CH2:7][CH2:6][N:5]([C:8]([O:10][C:11]([CH3:14])([CH3:13])[CH3:12])=[O:9])[CH2:4][C@@H:3]1[C:15]([O:17][CH2:18][CH3:19])=[O:16].C(N(CC)CC)C.[CH2:27]([O:30][C:31](Cl)=[O:32])[CH:28]=[CH2:29]. (3) The reactants are Br[C:2]1[CH:7]=[CH:6][C:5]([N:8]2[C:12]([C:13]3[CH:18]=[CH:17][CH:16]=[CH:15][CH:14]=3)=[N:11][N:10]=[C:9]2[C:19]2[CH:24]=[CH:23][CH:22]=[CH:21][CH:20]=2)=[CH:4][CH:3]=1.[N:25]1[CH:30]=[CH:29][CH:28]=[C:27](B(O)O)[CH:26]=1.C(=O)([O-])[O-].[Na+].[Na+]. The catalyst is C1C=CC([P]([Pd]([P](C2C=CC=CC=2)(C2C=CC=CC=2)C2C=CC=CC=2)([P](C2C=CC=CC=2)(C2C=CC=CC=2)C2C=CC=CC=2)[P](C2C=CC=CC=2)(C2C=CC=CC=2)C2C=CC=CC=2)(C2C=CC=CC=2)C2C=CC=CC=2)=CC=1.COCCOC. The product is [C:19]1([C:9]2[N:8]([C:5]3[CH:6]=[CH:7][C:2]([C:27]4[CH:26]=[N:25][CH:30]=[CH:29][CH:28]=4)=[CH:3][CH:4]=3)[C:12]([C:13]3[CH:14]=[CH:15][CH:16]=[CH:17][CH:18]=3)=[N:11][N:10]=2)[CH:20]=[CH:21][CH:22]=[CH:23][CH:24]=1. The yield is 0.760. (4) The reactants are C([O:3][C:4]([C:6]1[NH:7][C:8]2[C:13]([CH:14]=1)=[CH:12][C:11]([O:15][C:16]1[CH:21]=[CH:20][C:19]([C:22]3[N:23]([CH2:33][C:34]4[CH:39]=[CH:38][C:37]([CH3:40])=[CH:36][C:35]=4[CH3:41])[C:24](=[O:32])[CH:25]=[C:26]([C:28]([F:31])([F:30])[F:29])[CH:27]=3)=[CH:18][CH:17]=1)=[CH:10][CH:9]=2)=[O:5])C.C1COCC1.[Li+].[OH-].Cl. The catalyst is CCO.O. The product is [CH3:41][C:35]1[CH:36]=[C:37]([CH3:40])[CH:38]=[CH:39][C:34]=1[CH2:33][N:23]1[C:24](=[O:32])[CH:25]=[C:26]([C:28]([F:31])([F:29])[F:30])[CH:27]=[C:22]1[C:19]1[CH:20]=[CH:21][C:16]([O:15][C:11]2[CH:12]=[C:13]3[C:8](=[CH:9][CH:10]=2)[NH:7][C:6]([C:4]([OH:5])=[O:3])=[CH:14]3)=[CH:17][CH:18]=1. The yield is 0.920. (5) The product is [C:16]([O:15][C:13]([N:9]1[C:10]2[C:6](=[CH:5][C:4]([N+:1]([O-:3])=[O:2])=[CH:12][CH:11]=2)[CH:7]=[CH:8]1)=[O:14])([CH3:19])([CH3:18])[CH3:17]. The yield is 0.780. The reactants are [N+:1]([C:4]1[CH:5]=[C:6]2[C:10](=[CH:11][CH:12]=1)[NH:9][CH:8]=[CH:7]2)([O-:3])=[O:2].[C:13](O[C:13]([O:15][C:16]([CH3:19])([CH3:18])[CH3:17])=[O:14])([O:15][C:16]([CH3:19])([CH3:18])[CH3:17])=[O:14]. The catalyst is CN(C1C=CN=CC=1)C.C1COCC1. (6) The reactants are [F:1][C:2]1[CH:31]=[CH:30][C:5]([CH2:6][N:7]2[CH2:11][CH2:10][N:9]([C:12]3[CH:16]=[C:15]([C:17]([OH:19])=O)[N:14](CC4C=CC(OC)=CC=4)[N:13]=3)[C:8]2=[O:29])=[CH:4][CH:3]=1.ON1C2C=CC=CC=2N=N1.F[B-](F)(F)F.N1(OC(N(C)C)=[N+](C)C)C2C=CC=CC=2N=N1.C(N(CC)C(C)C)(C)C.[N:73]1[CH:78]=[CH:77][CH:76]=[C:75]([CH2:79][NH2:80])[CH:74]=1. No catalyst specified. The product is [F:1][C:2]1[CH:31]=[CH:30][C:5]([CH2:6][N:7]2[CH2:11][CH2:10][N:9]([C:12]3[CH:16]=[C:15]([C:17]([NH:80][CH2:79][C:75]4[CH:74]=[N:73][CH:78]=[CH:77][CH:76]=4)=[O:19])[NH:14][N:13]=3)[C:8]2=[O:29])=[CH:4][CH:3]=1. The yield is 0.650. (7) The reactants are C(O)(C(F)(F)F)=O.[C:8]1([C@@H:14]2[NH:23][C:22]3[CH:24]=[CH:25][CH:26]=[CH:27][C:21]=3[C@H:20]3[C@@H:15]2[CH2:16][CH2:17][CH2:18][N:19]3C(OC(C)(C)C)=O)[CH:13]=[CH:12][CH:11]=[CH:10][CH:9]=1.[OH-].[Na+].[C:37]([O:41][C:42]([NH:44][C@@H:45]1[CH2:50][CH2:49][CH2:48][CH2:47][C@@H:46]1[C:51]([OH:53])=O)=[O:43])([CH3:40])([CH3:39])[CH3:38].C(N(CC)CC)C.CCOC(OC(OCC)=O)=O. The catalyst is O. The product is [C:37]([O:41][C:42](=[O:43])[NH:44][C@@H:45]1[CH2:50][CH2:49][CH2:48][CH2:47][C@@H:46]1[C:51]([N:19]1[C@@H:20]2[C@@H:15]([C@H:14]([C:8]3[CH:13]=[CH:12][CH:11]=[CH:10][CH:9]=3)[NH:23][C:22]3[CH:24]=[CH:25][CH:26]=[CH:27][C:21]=32)[CH2:16][CH2:17][CH2:18]1)=[O:53])([CH3:38])([CH3:39])[CH3:40]. The yield is 0.260. (8) The reactants are [Br:1][CH2:2][C:3]([C:5]1[C:10]([CH3:11])=[CH:9][C:8]([S:12][C:13]2[CH:18]=[CH:17][C:16]([O:19][CH3:20])=[CH:15][CH:14]=2)=[CH:7][C:6]=1[CH3:21])=[O:4].C(OC(=O)C)(=[O:24])C.OO. The catalyst is ClCCl. The product is [Br:1][CH2:2][C:3]([C:5]1[C:6]([CH3:21])=[CH:7][C:8]([S:12]([C:13]2[CH:14]=[CH:15][C:16]([O:19][CH3:20])=[CH:17][CH:18]=2)=[O:24])=[CH:9][C:10]=1[CH3:11])=[O:4]. The yield is 0.480.